Binary Classification. Given a T-cell receptor sequence (or CDR3 region) and an epitope sequence, predict whether binding occurs between them. From a dataset of TCR-epitope binding with 47,182 pairs between 192 epitopes and 23,139 TCRs. (1) Result: 0 (the TCR does not bind to the epitope). The epitope is FLNRFTTTL. The TCR CDR3 sequence is CASSQRPSEVGELFF. (2) The epitope is ARMILMTHF. The TCR CDR3 sequence is CASSHDTGGYEQYF. Result: 1 (the TCR binds to the epitope). (3) The epitope is RAKFKQLL. The TCR CDR3 sequence is CASSLEGAAGDLYEQYF. Result: 1 (the TCR binds to the epitope). (4) The epitope is SLVKPSFYV. The TCR CDR3 sequence is CASSRGPGSDDYNEQFF. Result: 0 (the TCR does not bind to the epitope). (5) The epitope is KLSYGIATV. The TCR CDR3 sequence is CASSQDQLAGGPYF. Result: 1 (the TCR binds to the epitope). (6) The epitope is IVDTVSALV. The TCR CDR3 sequence is CASSSFGTGGAGELFF. Result: 1 (the TCR binds to the epitope). (7) The epitope is HTTDPSFLGRY. The TCR CDR3 sequence is CASSQDQVYTEAFF. Result: 1 (the TCR binds to the epitope). (8) The epitope is HTDFSSEIIGY. The TCR CDR3 sequence is CASSYSGTSADTQYF. Result: 0 (the TCR does not bind to the epitope). (9) The epitope is TLIGDCATV. The TCR CDR3 sequence is CASSLDHQAGHEQYF. Result: 0 (the TCR does not bind to the epitope).